This data is from Forward reaction prediction with 1.9M reactions from USPTO patents (1976-2016). The task is: Predict the product of the given reaction. (1) Given the reactants [F:1][C:2]1[CH:7]=[CH:6][CH:5]=[C:4]([F:8])[C:3]=1[C:9]1[N:13]([CH3:14])[C:12]([C:15]2[N:20]=[C:19]3[N:21]([CH2:29][CH:30]([CH3:32])[CH3:31])[C:22]([N:24]=CN(C)C)=[N:23][C:18]3=[CH:17][CH:16]=2)=[C:11]([C:33]2[CH:38]=[CH:37][CH:36]=[CH:35][CH:34]=2)[N:10]=1.C(O)(=O)C.Cl.[OH-].[Na+], predict the reaction product. The product is: [F:1][C:2]1[CH:7]=[CH:6][CH:5]=[C:4]([F:8])[C:3]=1[C:9]1[N:13]([CH3:14])[C:12]([C:15]2[N:20]=[C:19]3[N:21]([CH2:29][CH:30]([CH3:32])[CH3:31])[C:22]([NH2:24])=[N:23][C:18]3=[CH:17][CH:16]=2)=[C:11]([C:33]2[CH:38]=[CH:37][CH:36]=[CH:35][CH:34]=2)[N:10]=1. (2) Given the reactants Br[C:2]1[N:7]=[N:6][C:5]([NH2:8])=[N:4][C:3]=1[C:9]1[CH:14]=[CH:13][CH:12]=[CH:11][CH:10]=1.[F:15][C:16]1[CH:17]=[C:18](B(O)O)[CH:19]=[C:20]([F:22])[CH:21]=1, predict the reaction product. The product is: [F:15][C:16]1[CH:17]=[C:18]([C:2]2[N:7]=[N:6][C:5]([NH2:8])=[N:4][C:3]=2[C:9]2[CH:14]=[CH:13][CH:12]=[CH:11][CH:10]=2)[CH:19]=[C:20]([F:22])[CH:21]=1.